From a dataset of Forward reaction prediction with 1.9M reactions from USPTO patents (1976-2016). Predict the product of the given reaction. Given the reactants [CH2:1]=[C:2]1[CH2:7][CH2:6][N:5]([C:8]2[CH:18]=[CH:17][C:11]([C:12]([O:14][CH2:15][CH3:16])=[O:13])=[CH:10][CH:9]=2)[CH2:4][CH2:3]1.B1C2CCCC1CCC2.Br[C:29]1[CH:40]=[CH:39][C:32]2[O:33][CH:34]([CH3:38])[C:35](=[O:37])[NH:36][C:31]=2[CH:30]=1.C(=O)([O-])[O-].[K+].[K+], predict the reaction product. The product is: [CH3:38][CH:34]1[O:33][C:32]2[CH:39]=[CH:40][C:29]([CH2:1][CH:2]3[CH2:7][CH2:6][N:5]([C:8]4[CH:18]=[CH:17][C:11]([C:12]([O:14][CH2:15][CH3:16])=[O:13])=[CH:10][CH:9]=4)[CH2:4][CH2:3]3)=[CH:30][C:31]=2[NH:36][C:35]1=[O:37].